Dataset: Reaction yield outcomes from USPTO patents with 853,638 reactions. Task: Predict the reaction yield, written as a fraction of the theoretical maximum amount of product (1.0 means a 100% yield; for example, 0.34 means a 34% yield). (1) The reactants are O.C1(C)C=CC(S(O)(=O)=O)=CC=1.[CH2:13]([NH:15][C:16](=[O:54])[CH2:17][CH2:18][CH2:19]/[CH:20]=[CH:21]\[CH2:22][C@H:23]1[C@@H:27]([OH:28])[CH2:26][C@@H:25]([O:29]C2CCCCO2)[C@@H:24]1/[CH:36]=[CH:37]/[C@@H:38]([O:47]C1CCCCO1)[CH2:39][CH2:40][C:41]1[CH:46]=[CH:45][CH:44]=[CH:43][CH:42]=1)[CH3:14]. The catalyst is CO. The product is [CH3:14][CH2:13][NH:15][C:16]([CH2:17][CH2:18][CH2:19]/[CH:20]=[CH:21]\[CH2:22][C@@H:23]1[C@@H:24](/[CH:36]=[CH:37]/[C@@H:38]([OH:47])[CH2:39][CH2:40][C:41]2[CH:46]=[CH:45][CH:44]=[CH:43][CH:42]=2)[C@H:25]([OH:29])[CH2:26][C@@H:27]1[OH:28])=[O:54]. The yield is 0.775. (2) The reactants are Cl.Cl.[NH2:3][CH:4]([C:16]1[CH:21]=[CH:20][CH:19]=[CH:18][CH:17]=1)[C:5]([O:7][C@@H:8]1[CH:13]2[CH2:14][CH2:15][N:10]([CH2:11][CH2:12]2)[CH2:9]1)=[O:6].C(N(CC)CC)C.[F:29][C:30]([F:37])([F:36])[CH2:31][S:32](Cl)(=[O:34])=[O:33]. The catalyst is C(Cl)Cl. The product is [C:16]1([CH:4]([NH:3][S:32]([CH2:31][C:30]([F:37])([F:36])[F:29])(=[O:34])=[O:33])[C:5]([O:7][C@@H:8]2[CH:13]3[CH2:12][CH2:11][N:10]([CH2:15][CH2:14]3)[CH2:9]2)=[O:6])[CH:21]=[CH:20][CH:19]=[CH:18][CH:17]=1. The yield is 0.410.